This data is from Reaction yield outcomes from USPTO patents with 853,638 reactions. The task is: Predict the reaction yield, written as a fraction of the theoretical maximum amount of product (1.0 means a 100% yield; for example, 0.34 means a 34% yield). (1) The reactants are [CH3:1][O:2][C:3](=[O:18])[C:4]1[CH:9]=[CH:8][C:7]([C:10]2[CH:11]=[N:12][C:13]([NH2:17])=[C:14]([OH:16])[CH:15]=2)=[CH:6][CH:5]=1.C(N(CC)C(C)C)(C)C.[CH3:28][C:29]1[CH:34]=[CH:33][C:32]([S:35](Cl)(=[O:37])=[O:36])=[CH:31][CH:30]=1. The catalyst is C(Cl)Cl.CN(C1C=CN=CC=1)C. The product is [CH3:1][O:2][C:3](=[O:18])[C:4]1[CH:5]=[CH:6][C:7]([C:10]2[CH:11]=[N:12][C:13]([NH2:17])=[C:14]([O:16][S:35]([C:32]3[CH:33]=[CH:34][C:29]([CH3:28])=[CH:30][CH:31]=3)(=[O:37])=[O:36])[CH:15]=2)=[CH:8][CH:9]=1. The yield is 0.880. (2) The reactants are [Cl:1][C:2]1[CH:3]=[CH:4][C:5]([F:16])=[C:6]([C:8]2[O:12][N:11]=[C:10]([CH:13](O)[CH3:14])[N:9]=2)[CH:7]=1.P(Br)(Br)[Br:18].O.C([O-])(O)=O.[Na+]. The catalyst is C1C=CC=CC=1. The product is [Br:18][CH:13]([C:10]1[N:9]=[C:8]([C:6]2[CH:7]=[C:2]([Cl:1])[CH:3]=[CH:4][C:5]=2[F:16])[O:12][N:11]=1)[CH3:14]. The yield is 0.320.